Task: Predict the reactants needed to synthesize the given product.. Dataset: Full USPTO retrosynthesis dataset with 1.9M reactions from patents (1976-2016) (1) Given the product [N:13]1[CH:14]=[CH:15][CH:16]=[CH:17][C:12]=1/[CH:11]=[CH:10]/[C:6]1[CH:5]=[C:4]([NH2:1])[CH:9]=[CH:8][CH:7]=1, predict the reactants needed to synthesize it. The reactants are: [N+:1]([C:4]1[CH:5]=[C:6](/[CH:10]=[CH:11]/[C:12]2[CH:17]=[CH:16][CH:15]=[CH:14][N:13]=2)[CH:7]=[CH:8][CH:9]=1)([O-])=O.O.O.[Sn](Cl)Cl. (2) Given the product [Si:6]([O:13][CH2:14][C:15]([C:2]1[S:1][CH:5]=[CH:4][N:3]=1)([OH:17])[CH3:16])([C:9]([CH3:12])([CH3:11])[CH3:10])([CH3:8])[CH3:7], predict the reactants needed to synthesize it. The reactants are: [S:1]1[CH:5]=[CH:4][N:3]=[CH:2]1.[Si:6]([O:13][CH2:14][C:15](=[O:17])[CH3:16])([C:9]([CH3:12])([CH3:11])[CH3:10])([CH3:8])[CH3:7]. (3) Given the product [Br:4][C:5]1[CH:10]=[C:9]([NH:3][CH2:1][CH3:2])[C:8]([N+:12]([O-:14])=[O:13])=[CH:7][N:6]=1, predict the reactants needed to synthesize it. The reactants are: [CH2:1]([NH2:3])[CH3:2].[Br:4][C:5]1[CH:10]=[C:9](Br)[C:8]([N+:12]([O-:14])=[O:13])=[CH:7][N:6]=1.CCN(CC)CC. (4) Given the product [CH3:11][O:12][CH2:13][CH2:14][N:15]1[CH:9]([C:8]#[C:7][C:1]2[CH:2]=[CH:3][CH:4]=[CH:5][CH:6]=2)[CH:17]([C:16]([NH:33][C:32]2[CH:34]=[CH:35][CH:36]=[C:30]([O:29][CH3:28])[CH:31]=2)=[O:27])[C:18]2[C:19](=[CH:23][CH:24]=[CH:25][CH:26]=2)[C:20]1=[O:22], predict the reactants needed to synthesize it. The reactants are: [C:1]1([C:7]#[C:8][CH:9]=O)[CH:6]=[CH:5][CH:4]=[CH:3][CH:2]=1.[CH3:11][O:12][CH2:13][CH2:14][NH2:15].[C:16]1(=[O:27])[O:22][C:20](=O)[C:19]2=[CH:23][CH:24]=[CH:25][CH:26]=[C:18]2[CH2:17]1.[CH3:28][O:29][C:30]1[CH:31]=[C:32]([CH:34]=[CH:35][CH:36]=1)[NH2:33]. (5) Given the product [F:19][C:20]1[CH:25]=[C:24]([N+:26]([O-:28])=[O:27])[CH:23]=[CH:22][C:21]=1[O:29][C:2]1[CH:7]=[CH:6][N:5]=[C:4]2[CH:8]=[C:9]([C:11]3[N:12]=[CH:13][N:14]([CH2:16][CH2:17][CH3:18])[CH:15]=3)[S:10][C:3]=12, predict the reactants needed to synthesize it. The reactants are: Cl[C:2]1[CH:7]=[CH:6][N:5]=[C:4]2[CH:8]=[C:9]([C:11]3[N:12]=[CH:13][N:14]([CH2:16][CH2:17][CH3:18])[CH:15]=3)[S:10][C:3]=12.[F:19][C:20]1[CH:25]=[C:24]([N+:26]([O-:28])=[O:27])[CH:23]=[CH:22][C:21]=1[OH:29].C(=O)([O-])[O-].[K+].[K+].CO.C(Cl)Cl. (6) Given the product [C:47]([O:51][C:52](=[O:70])[NH:53][C:54]1[CH:59]=[CH:58][C:57]([O:60][C:61]2[CH:66]=[CH:65][N:64]=[C:63]([NH:77][C:78]3[CH:83]=[CH:82][CH:81]=[CH:80][CH:79]=3)[CH:62]=2)=[C:56]([F:68])[C:55]=1[F:69])([CH3:50])([CH3:49])[CH3:48], predict the reactants needed to synthesize it. The reactants are: C1C=CC(P(C2C(C3C(P(C4C=CC=CC=4)C4C=CC=CC=4)=CC=C4C=3C=CC=C4)=C3C(C=CC=C3)=CC=2)C2C=CC=CC=2)=CC=1.[C:47]([O:51][C:52](=[O:70])[NH:53][C:54]1[CH:59]=[CH:58][C:57]([O:60][C:61]2[CH:66]=[CH:65][N:64]=[C:63](Cl)[CH:62]=2)=[C:56]([F:68])[C:55]=1[F:69])([CH3:50])([CH3:49])[CH3:48].C([O-])([O-])=O.[Cs+].[Cs+].[NH2:77][C:78]1[CH:83]=[CH:82][CH:81]=[CH:80][CH:79]=1. (7) Given the product [CH2:31]([O:20][C:17]1[CH:18]=[C:19]2[C:14](=[CH:15][C:16]=1[O:21][CH3:22])[N:13]=[CH:12][N:11]=[C:10]2[NH:9][C:4]1[CH:5]=[CH:6][C:7]([F:8])=[C:2]([Cl:1])[CH:3]=1)[CH:30]=[CH2:29], predict the reactants needed to synthesize it. The reactants are: [Cl:1][C:2]1[CH:3]=[C:4]([NH:9][C:10]2[C:19]3[C:14](=[CH:15][C:16]([O:21][CH3:22])=[C:17]([OH:20])[CH:18]=3)[N:13]=[CH:12][N:11]=2)[CH:5]=[CH:6][C:7]=1[F:8].C([O-])([O-])=O.[K+].[K+].[CH2:29](Br)[CH:30]=[CH2:31]. (8) Given the product [C:30]([C:29]1[CH:32]=[CH:33][C:26]([NH:25][C:10](=[O:12])[CH2:9][NH:8][C:6](=[O:7])[O:5][C:1]([CH3:2])([CH3:3])[CH3:4])=[C:27]([O:34][CH3:35])[CH:28]=1)#[N:31], predict the reactants needed to synthesize it. The reactants are: [C:1]([O:5][C:6]([NH:8][CH2:9][C:10]([OH:12])=O)=[O:7])([CH3:4])([CH3:3])[CH3:2].Cl.C(N=C=NCCCN(C)C)C.[NH2:25][C:26]1[CH:33]=[CH:32][C:29]([C:30]#[N:31])=[CH:28][C:27]=1[O:34][CH3:35]. (9) Given the product [C:80]([N:88]1[CH2:93][CH2:92][CH:91]([CH2:29][NH:31][C@H:32]([C@H:36]([C:38]2[C:46]3[C:41](=[CH:42][CH:43]=[CH:44][CH:45]=3)[NH:40][CH:39]=2)[CH3:37])[C:33]([NH:10][C:9]2[CH:11]=[CH:12][CH:13]=[C:7]([CH2:6][N:4]([CH3:3])[CH3:5])[CH:8]=2)=[O:35])[CH2:90][CH2:89]1)(=[O:87])[C:62]1[CH:61]=[CH:60][CH:59]=[CH:58][CH:63]=1, predict the reactants needed to synthesize it. The reactants are: Cl.Cl.[CH3:3][N:4]([CH2:6][C:7]1[CH:8]=[C:9]([CH:11]=[CH:12][CH:13]=1)[NH2:10])[CH3:5].C1C2C(CO[C:29]([NH:31][C@H:32]([C@H:36]([C:38]3[C:46]4[C:41](=[CH:42][CH:43]=[CH:44][CH:45]=4)[NH:40][CH:39]=3)[CH3:37])[C:33]([OH:35])=O)=O)C3C(=CC=CC=3)C=2C=CC=1.CCN=C=NCCCN(C)C.[CH:58]1[CH:59]=[CH:60][C:61]2N(O)N=N[C:62]=2[CH:63]=1.C(N(CC)CC)C.C(=O)([O-])O.[Na+].[C:80]([N:88]1[CH2:93][CH2:92][CH:91](C=O)[CH2:90][CH2:89]1)(=[O:87])C1C=CC=CC=1.C(O[BH-](OC(=O)C)OC(=O)C)(=O)C.[Na+].